This data is from Forward reaction prediction with 1.9M reactions from USPTO patents (1976-2016). The task is: Predict the product of the given reaction. (1) Given the reactants C(O[CH:4](OCC)[CH2:5][O:6][C:7]1[CH:12]=[CH:11][CH:10]=[CH:9][C:8]=1[Br:13])C.[OH-].[Na+].CCOCC, predict the reaction product. The product is: [Br:13][C:8]1[C:7]2[O:6][CH:5]=[CH:4][C:12]=2[CH:11]=[CH:10][CH:9]=1. (2) Given the reactants [C:1]([O:5][C:6]([N:8]1[CH2:12][C@@H:11]([O:13][Si:14]([C:17]([CH3:20])([CH3:19])[CH3:18])([CH3:16])[CH3:15])[CH2:10][C@@H:9]1[CH2:21][O:22]S(C)(=O)=O)=[O:7])([CH3:4])([CH3:3])[CH3:2].[Cl:27][C:28]1[CH:33]=[CH:32][CH:31]=[CH:30][C:29]=1O.C(=O)([O-])[O-].[Cs+].[Cs+], predict the reaction product. The product is: [C:1]([O:5][C:6]([N:8]1[CH2:12][C@@H:11]([O:13][Si:14]([C:17]([CH3:20])([CH3:19])[CH3:18])([CH3:16])[CH3:15])[CH2:10][C@@H:9]1[CH2:21][O:22][C:29]1[CH:30]=[CH:31][CH:32]=[CH:33][C:28]=1[Cl:27])=[O:7])([CH3:4])([CH3:3])[CH3:2]. (3) Given the reactants I[C:2]1[C:3]([C:16]2[CH:21]=[CH:20][CH:19]=[C:18]([N+:22]([O-:24])=[O:23])[CH:17]=2)=[N:4][N:5]([CH2:7][C:8]2[CH:13]=[CH:12][C:11]([O:14][CH3:15])=[CH:10][CH:9]=2)[CH:6]=1.CC1(C)C(C)(C)OB([C:33]2[CH:38]=[CH:37][N:36]=[CH:35][CH:34]=2)O1.C(=O)([O-])[O-].[Cs+].[Cs+], predict the reaction product. The product is: [CH3:15][O:14][C:11]1[CH:12]=[CH:13][C:8]([CH2:7][N:5]2[CH:6]=[C:2]([C:33]3[CH:38]=[CH:37][N:36]=[CH:35][CH:34]=3)[C:3]([C:16]3[CH:21]=[CH:20][CH:19]=[C:18]([N+:22]([O-:24])=[O:23])[CH:17]=3)=[N:4]2)=[CH:9][CH:10]=1. (4) Given the reactants [CH3:1][O:2][C:3]1[CH:4]=[C:5]([CH:20]=[CH:21][C:22]=1[O:23][CH3:24])[C:6]([N:8]1[C:17]2[C:12](=[CH:13][CH:14]=[CH:15][CH:16]=2)[C@H:11](O)[CH2:10][C@@H:9]1[CH3:19])=[O:7].[Cl:25][C:26]1[CH:27]=[C:28]2[C:33](=[CH:34][CH:35]=1)[NH:32][CH2:31][CH2:30][CH2:29]2, predict the reaction product. The product is: [Cl:25][C:26]1[CH:27]=[C:28]2[C:33](=[CH:34][CH:35]=1)[N:32]([CH:11]1[C:12]3[C:17](=[CH:16][CH:15]=[CH:14][CH:13]=3)[N:8]([C:6](=[O:7])[C:5]3[CH:20]=[CH:21][C:22]([O:23][CH3:24])=[C:3]([O:2][CH3:1])[CH:4]=3)[CH:9]([CH3:19])[CH2:10]1)[CH2:31][CH2:30][CH2:29]2. (5) Given the reactants [CH3:1][N:2]([C:29]([O:31][C:32]([CH3:35])([CH3:34])[CH3:33])=[O:30])[CH:3]([CH3:28])[C:4]([NH:6][C:7]1[N:12]=[C:11]([C:13]#[C:14][Si:15]([CH:22]([CH3:24])[CH3:23])([CH:19]([CH3:21])[CH3:20])[CH:16]([CH3:18])[CH3:17])[C:10](B(O)O)=[CH:9][CH:8]=1)=[O:5].[Br:36][C:37]1[N:38]=[C:39]2[CH:44]=[C:43]([CH3:45])[CH:42]=[CH:41][N:40]2[C:46]=1I.C([O-])([O-])=O.[Na+].[Na+].O1CCOCC1, predict the reaction product. The product is: [Br:36][C:37]1[N:38]=[C:39]2[CH:44]=[C:43]([CH3:45])[CH:42]=[CH:41][N:40]2[C:46]=1[C:10]1[CH:9]=[CH:8][C:7]([NH:6][C:4]([CH:3]([N:2]([CH3:1])[C:29](=[O:30])[O:31][C:32]([CH3:34])([CH3:35])[CH3:33])[CH3:28])=[O:5])=[N:12][C:11]=1[C:13]#[C:14][Si:15]([CH:19]([CH3:21])[CH3:20])([CH:16]([CH3:17])[CH3:18])[CH:22]([CH3:24])[CH3:23]. (6) Given the reactants [H-].[Na+].[NH:3]1[C:11]2[C:6](=[CH:7][CH:8]=[C:9]([C:12]([O:14][CH2:15][CH3:16])=[O:13])[CH:10]=2)[CH:5]=[C:4]1[C:17]([O:19][CH2:20][CH3:21])=[O:18].[CH3:22][C@@H:23]1OS(=O)(=O)[N:26]([C:31]([O:33][C:34]([CH3:37])([CH3:36])[CH3:35])=[O:32])[CH2:25][CH2:24]1.Cl, predict the reaction product. The product is: [C:34]([O:33][C:31]([NH:26][CH2:25][CH2:24][C@H:23]([N:3]1[C:11]2[C:6](=[CH:7][CH:8]=[C:9]([C:12]([O:14][CH2:15][CH3:16])=[O:13])[CH:10]=2)[CH:5]=[C:4]1[C:17]([O:19][CH2:20][CH3:21])=[O:18])[CH3:22])=[O:32])([CH3:37])([CH3:36])[CH3:35]. (7) Given the reactants C([O:5][C:6]([CH:8]1[CH:12]([C:13]2[CH:18]=[CH:17][C:16]([Cl:19])=[C:15]([Cl:20])[CH:14]=2)[C:11]([C:23]2[CH:28]=[CH:27][C:26]([Cl:29])=[CH:25][C:24]=2[F:30])([C:21]#[N:22])[CH:10]([CH2:31][C:32]([CH3:35])([CH3:34])[CH3:33])[NH:9]1)=[O:7])(C)(C)C.[F:36][C:37]([F:42])([F:41])[C:38]([OH:40])=[O:39], predict the reaction product. The product is: [F:36][C:37]([F:42])([F:41])[C:38]([OH:40])=[O:39].[Cl:29][C:26]1[CH:27]=[CH:28][C:23]([C:11]2([C:21]#[N:22])[CH:10]([CH2:31][C:32]([CH3:35])([CH3:33])[CH3:34])[NH:9][CH:8]([C:6]([OH:7])=[O:5])[CH:12]2[C:13]2[CH:18]=[CH:17][C:16]([Cl:19])=[C:15]([Cl:20])[CH:14]=2)=[C:24]([F:30])[CH:25]=1. (8) Given the reactants [OH-].[K+].[CH:3]1([CH2:8][CH2:9][O:10][C:11]2[CH:16]=[CH:15][C:14]([N:17]([CH2:37][C:38]3[CH:43]=[CH:42][C:41]([O:44][CH3:45])=[CH:40][CH:39]=3)[S:18]([C:21]3[CH:22]=[C:23]4[C:28](=[CH:29][CH:30]=3)[CH2:27][N:26](C(=O)C(F)(F)F)[CH2:25][CH2:24]4)(=[O:20])=[O:19])=[C:13]([F:46])[CH:12]=2)[CH2:7][CH2:6][CH2:5][CH2:4]1, predict the reaction product. The product is: [CH:3]1([CH2:8][CH2:9][O:10][C:11]2[CH:16]=[CH:15][C:14]([N:17]([CH2:37][C:38]3[CH:39]=[CH:40][C:41]([O:44][CH3:45])=[CH:42][CH:43]=3)[S:18]([C:21]3[CH:22]=[C:23]4[C:28](=[CH:29][CH:30]=3)[CH2:27][NH:26][CH2:25][CH2:24]4)(=[O:19])=[O:20])=[C:13]([F:46])[CH:12]=2)[CH2:7][CH2:6][CH2:5][CH2:4]1.